Task: Predict the product of the given reaction.. Dataset: Forward reaction prediction with 1.9M reactions from USPTO patents (1976-2016) (1) Given the reactants [OH:1][C:2]1[CH:7]=[CH:6][C:5]([SH:8])=[CH:4][CH:3]=1.Br[CH2:10][CH2:11][CH2:12][CH2:13][CH2:14][C:15]([OH:17])=[O:16].C(N(CC)CC)C, predict the reaction product. The product is: [OH:1][C:2]1[CH:7]=[CH:6][C:5]([S:8][CH2:10][CH2:11][CH2:12][CH2:13][CH2:14][C:15]([OH:17])=[O:16])=[CH:4][CH:3]=1. (2) Given the reactants C([Li])CCC.Br[C:7]1[CH:12]=[CH:11][C:10]([O:13][CH3:14])=[C:9]([Cl:15])[CH:8]=1.[CH3:16][C:17]([C:19]1[CH:24]=[CH:23][C:22]([F:25])=[C:21]([Br:26])[CH:20]=1)=O.O, predict the reaction product. The product is: [Br:26][C:21]1[C:22]([F:25])=[CH:23][CH:24]=[C:19]([C:17]([C:7]2[CH:12]=[CH:11][C:10]([O:13][CH3:14])=[C:9]([Cl:15])[CH:8]=2)=[CH2:16])[CH:20]=1. (3) Given the reactants [F:1][C:2]1[CH:7]=[CH:6][C:5]([C:8]2[CH:9]=[CH:10][N:11]3[CH2:16][CH2:15][NH:14][CH2:13][C:12]=23)=[CH:4][CH:3]=1.CCN(C(C)C)C(C)C.[Cl:26][C:27]1[CH:28]=[C:29]([NH:34][C:35](=O)[O:36]C2C=CC=CC=2)[CH:30]=[CH:31][C:32]=1[F:33], predict the reaction product. The product is: [Cl:26][C:27]1[CH:28]=[C:29]([NH:34][C:35]([N:14]2[CH2:15][CH2:16][N:11]3[CH:10]=[CH:9][C:8]([C:5]4[CH:4]=[CH:3][C:2]([F:1])=[CH:7][CH:6]=4)=[C:12]3[CH2:13]2)=[O:36])[CH:30]=[CH:31][C:32]=1[F:33]. (4) Given the reactants [N+:1]([C:4]1[CH:9]=[CH:8][C:7]([N:10]2[CH2:13][CH:12]([NH:14]C(=O)OC(C)(C)C)[CH2:11]2)=[CH:6][CH:5]=1)([O-:3])=[O:2].FC(F)(F)C(O)=O, predict the reaction product. The product is: [N+:1]([C:4]1[CH:5]=[CH:6][C:7]([N:10]2[CH2:11][CH:12]([NH2:14])[CH2:13]2)=[CH:8][CH:9]=1)([O-:3])=[O:2]. (5) Given the reactants [CH3:1][Si:2]([CH3:28])([CH3:27])[CH2:3][CH2:4][O:5][CH2:6][N:7]1[C:15]2[C:10](=[CH:11][C:12]([C:16]([C:18]3[CH:26]=[CH:25][CH:24]=[CH:23][C:19]=3[C:20]([OH:22])=O)=[O:17])=[CH:13][CH:14]=2)[CH:9]=[CH:8]1.CN1CCOCC1.C1C=NC2N(O)N=NC=2C=1.CN(C(ON1N=NC2C=CC=NC1=2)=[N+](C)C)C.F[P-](F)(F)(F)(F)F.[CH2:70]([NH2:77])[C:71]1[CH:76]=[CH:75][CH:74]=[CH:73][CH:72]=1, predict the reaction product. The product is: [OH:17][C:16]1([C:12]2[CH:11]=[C:10]3[C:15](=[CH:14][CH:13]=2)[N:7]([CH2:6][O:5][CH2:4][CH2:3][Si:2]([CH3:27])([CH3:1])[CH3:28])[CH:8]=[CH:9]3)[C:18]2[C:19](=[CH:23][CH:24]=[CH:25][CH:26]=2)[C:20](=[O:22])[N:77]1[CH2:70][C:71]1[CH:76]=[CH:75][CH:74]=[CH:73][CH:72]=1. (6) Given the reactants [OH:1][C:2]1[CH:6]=[C:5]([C:7]([O:9][CH3:10])=[O:8])[O:4][N:3]=1.O[CH2:12][C@@H:13]([NH:15][C:16](=[O:22])[O:17][C:18]([CH3:21])([CH3:20])[CH3:19])[CH3:14].C1(P(C2C=CC=CC=2)C2C=CC=CC=2)C=CC=CC=1.N(C(OC(C)C)=O)=NC(OC(C)C)=O, predict the reaction product. The product is: [C:18]([O:17][C:16]([NH:15][C@@H:13]([CH3:14])[CH2:12][O:1][C:2]1[CH:6]=[C:5]([C:7]([O:9][CH3:10])=[O:8])[O:4][N:3]=1)=[O:22])([CH3:21])([CH3:20])[CH3:19].